This data is from Forward reaction prediction with 1.9M reactions from USPTO patents (1976-2016). The task is: Predict the product of the given reaction. (1) Given the reactants [OH:1][CH2:2][CH2:3][CH2:4][C:5]1[CH:6]=[C:7]([OH:11])[CH:8]=[CH:9][CH:10]=1.CCN(CC)CC.[CH3:19][S:20](Cl)(=[O:22])=[O:21], predict the reaction product. The product is: [CH3:19][S:20]([O:1][CH2:2][CH2:3][CH2:4][C:5]1[CH:10]=[CH:9][CH:8]=[C:7]([O:11][S:20]([CH3:19])(=[O:22])=[O:21])[CH:6]=1)(=[O:22])=[O:21]. (2) The product is: [NH2:23][C:18]1[CH:19]=[CH:20][CH:21]=[C:22]2[C:17]=1[N:16]=[CH:15][N:14]=[C:13]2[NH:12][NH:11][S:8]([C:5]1[CH:4]=[CH:3][C:2]([CH3:1])=[CH:7][CH:6]=1)(=[O:10])=[O:9]. Given the reactants [CH3:1][C:2]1[CH:7]=[CH:6][C:5]([S:8]([NH:11][NH:12][C:13]2[C:22]3[C:17](=[C:18]([N+:23]([O-])=O)[CH:19]=[CH:20][CH:21]=3)[N:16]=[CH:15][N:14]=2)(=[O:10])=[O:9])=[CH:4][CH:3]=1.Cl[Sn]Cl, predict the reaction product. (3) The product is: [CH2:19]([O:21][C:22](=[O:35])[C:23]1[CH:24]=[CH:25][C:26]([N:29]2[CH2:30][CH2:31][N:32]([C:2]3[CH:18]=[CH:17][C:5]([C:6](=[O:7])[NH:8][C:9]4[CH:14]=[CH:13][C:12]([Cl:15])=[C:11]([I:16])[CH:10]=4)=[CH:4][N:3]=3)[CH2:33][CH2:34]2)=[CH:27][CH:28]=1)[CH3:20]. Given the reactants Cl[C:2]1[CH:18]=[CH:17][C:5]([C:6]([NH:8][C:9]2[CH:14]=[CH:13][C:12]([Cl:15])=[C:11]([I:16])[CH:10]=2)=[O:7])=[CH:4][N:3]=1.[CH2:19]([O:21][C:22](=[O:35])[C:23]1[CH:28]=[CH:27][C:26]([N:29]2[CH2:34][CH2:33][NH:32][CH2:31][CH2:30]2)=[CH:25][CH:24]=1)[CH3:20].C(OC(=O)C1C=CC(N2CCN(C3C=CC(C(=O)NC4C=CC(C)=C(I)C=4)=CN=3)CC2)=CC=1)C, predict the reaction product. (4) Given the reactants [NH2:1][C:2]1[C:7]([Br:8])=[CH:6][C:5]([Br:9])=[C:4]([CH3:10])[N:3]=1.[CH3:11][C:12]([N+:19]#[C-:20])([CH3:18])[CH2:13][C:14]([CH3:17])([CH3:16])[CH3:15].[CH3:21][O:22][C:23]1[C:30]([O:31][CH3:32])=[CH:29][CH:28]=[CH:27][C:24]=1[CH:25]=O, predict the reaction product. The product is: [Br:9][C:5]1[CH:6]=[C:7]([Br:8])[C:2]2[N:3]([C:20]([NH:19][C:12]([CH3:18])([CH3:11])[CH2:13][C:14]([CH3:17])([CH3:16])[CH3:15])=[C:25]([C:24]3[CH:27]=[CH:28][CH:29]=[C:30]([O:31][CH3:32])[C:23]=3[O:22][CH3:21])[N:1]=2)[C:4]=1[CH3:10].